From a dataset of TCR-epitope binding with 47,182 pairs between 192 epitopes and 23,139 TCRs. Binary Classification. Given a T-cell receptor sequence (or CDR3 region) and an epitope sequence, predict whether binding occurs between them. (1) The epitope is GTITVEELK. The TCR CDR3 sequence is CASSEDRRGSYEQYF. Result: 0 (the TCR does not bind to the epitope). (2) The epitope is KEIDRLNEV. The TCR CDR3 sequence is CASSLFHPGDEQFF. Result: 1 (the TCR binds to the epitope). (3) The epitope is KRWIILGLNK. Result: 0 (the TCR does not bind to the epitope). The TCR CDR3 sequence is CASSYGLGSNSPLHF. (4) The epitope is YYRRATRRIR. The TCR CDR3 sequence is CASSYSGSGELFF. Result: 0 (the TCR does not bind to the epitope). (5) The epitope is RPPIFIRRL. The TCR CDR3 sequence is CATSLKQDNTEAFF. Result: 0 (the TCR does not bind to the epitope).